From a dataset of Forward reaction prediction with 1.9M reactions from USPTO patents (1976-2016). Predict the product of the given reaction. (1) Given the reactants N=C=N.[CH3:4][O:5][CH2:6][C:7]([OH:9])=O.ON1C2C=CC=CC=2N=N1.[NH2:20][CH2:21][C:22]1[CH:23]=[C:24]([N:28]2[C:33]([CH3:34])=[CH:32][C:31]([O:35][CH2:36][C:37]3[CH:42]=[CH:41][C:40]([F:43])=[CH:39][C:38]=3[F:44])=[C:30]([Br:45])[C:29]2=[O:46])[CH:25]=[CH:26][CH:27]=1.CN=C=O, predict the reaction product. The product is: [Br:45][C:30]1[C:29](=[O:46])[N:28]([C:24]2[CH:23]=[C:22]([CH:27]=[CH:26][CH:25]=2)[CH2:21][NH:20][C:7](=[O:9])[CH2:6][O:5][CH3:4])[C:33]([CH3:34])=[CH:32][C:31]=1[O:35][CH2:36][C:37]1[CH:42]=[CH:41][C:40]([F:43])=[CH:39][C:38]=1[F:44]. (2) Given the reactants Br[C:2]1[CH:3]=[CH:4][C:5]([F:17])=[C:6]([C:8]2[C:9]([C:15]#[N:16])=[CH:10][C:11]([Cl:14])=[CH:12][CH:13]=2)[CH:7]=1.[B:18]1([B:18]2[O:22][C:21]([CH3:24])([CH3:23])[C:20]([CH3:26])([CH3:25])[O:19]2)[O:22][C:21]([CH3:24])([CH3:23])[C:20]([CH3:26])([CH3:25])[O:19]1, predict the reaction product. The product is: [Cl:14][C:11]1[CH:10]=[C:9]([C:15]#[N:16])[C:8]([C:6]2[CH:7]=[C:2]([B:18]3[O:22][C:21]([CH3:24])([CH3:23])[C:20]([CH3:26])([CH3:25])[O:19]3)[CH:3]=[CH:4][C:5]=2[F:17])=[CH:13][CH:12]=1. (3) Given the reactants [F:1][C:2]1[CH:10]=[C:9]([C:11]2[C:15]3[CH:16]=[C:17]([C:20]4[O:21][C:22]([CH3:25])=[N:23][N:24]=4)[CH:18]=[CH:19][C:14]=3[O:13][CH:12]=2)[CH:8]=[CH:7][C:3]=1[C:4]([OH:6])=O.[NH:26]1[CH2:31][CH2:30][O:29][CH2:28][CH2:27]1, predict the reaction product. The product is: [F:1][C:2]1[CH:10]=[C:9]([C:11]2[C:15]3[CH:16]=[C:17]([C:20]4[O:21][C:22]([CH3:25])=[N:23][N:24]=4)[CH:18]=[CH:19][C:14]=3[O:13][CH:12]=2)[CH:8]=[CH:7][C:3]=1[C:4]([N:26]1[CH2:31][CH2:30][O:29][CH2:28][CH2:27]1)=[O:6]. (4) The product is: [Br:6][C:7]1[N:8]=[C:9]([C:21]([CH3:24])([CH3:23])[CH3:22])[N:10]([CH2:13][O:14][CH2:15][CH2:16][Si:17]([CH3:20])([CH3:19])[CH3:18])[C:11]=1[C:28]1[CH:29]=[CH:30][N:31]=[C:26]([Cl:25])[N:27]=1. Given the reactants [Li]CCCC.[Br:6][C:7]1[N:8]=[C:9]([C:21]([CH3:24])([CH3:23])[CH3:22])[N:10]([CH2:13][O:14][CH2:15][CH2:16][Si:17]([CH3:20])([CH3:19])[CH3:18])[C:11]=1Br.[Cl:25][C:26]1[N:31]=[CH:30][CH:29]=[CH:28][N:27]=1, predict the reaction product.